This data is from Reaction yield outcomes from USPTO patents with 853,638 reactions. The task is: Predict the reaction yield, written as a fraction of the theoretical maximum amount of product (1.0 means a 100% yield; for example, 0.34 means a 34% yield). (1) The reactants are Cl[C:2]1[NH:10][C:9]2[C:4](=[N:5][CH:6]=[CH:7][CH:8]=2)[C:3]=1[C:11]#[N:12].[CH3:13][N:14]1[CH2:20][CH2:19][CH2:18][NH:17][CH2:16][CH2:15]1. No catalyst specified. The product is [CH3:13][N:14]1[CH2:20][CH2:19][CH2:18][N:17]([C:2]2[NH:10][C:9]3[C:4](=[N:5][CH:6]=[CH:7][CH:8]=3)[C:3]=2[C:11]#[N:12])[CH2:16][CH2:15]1. The yield is 0.570. (2) The reactants are Br[C:2]1[C:6]([CH3:8])([CH3:7])[O:5]/[C:4](=[C:9]2/[C:10](=[O:19])[NH:11][C:12]3[C:17]/2=[CH:16][C:15]([F:18])=[CH:14][CH:13]=3)/[CH:3]=1.[CH:20]([C:22]1[CH:27]=[CH:26][C:25](B(O)O)=[CH:24][CH:23]=1)=[O:21].C(=O)([O-])[O-].[K+].[K+].C(OCC)(=O)C. The catalyst is C1COCC1.O.C1(P(C2C=CC=CC=2)C2C=CC=CC=2)C=CC=CC=1.C1(P(C2C=CC=CC=2)C2C=CC=CC=2)C=CC=CC=1.C1(P(C2C=CC=CC=2)C2C=CC=CC=2)C=CC=CC=1.C1(P(C2C=CC=CC=2)C2C=CC=CC=2)C=CC=CC=1.[Pd]. The product is [F:18][C:15]1[CH:16]=[C:17]2[C:12](=[CH:13][CH:14]=1)[NH:11][C:10](=[O:19])/[C:9]/2=[C:4]1\[CH:3]=[C:2]([C:25]2[CH:26]=[CH:27][C:22]([CH:20]=[O:21])=[CH:23][CH:24]=2)[C:6]([CH3:8])([CH3:7])[O:5]\1. The yield is 0.515. (3) The reactants are Br[C:2]1[C:10]2[C:5](=[CH:6][CH:7]=[C:8]([C:11]#[N:12])[CH:9]=2)[N:4](C2CCCCO2)[N:3]=1.[O:19]1[CH2:23][CH2:22][C:21]2[CH:24]=[C:25](B(O)O)[CH:26]=[CH:27][C:20]1=2.ClCCl.P([O-])([O-])([O-])=O.[K+].[K+].[K+].Cl. The catalyst is COCCOC.O.CO. The product is [O:19]1[CH2:23][CH2:22][C:21]2[CH:24]=[C:25]([C:2]3[C:10]4[C:5](=[CH:6][CH:7]=[C:8]([C:11]#[N:12])[CH:9]=4)[NH:4][N:3]=3)[CH:26]=[CH:27][C:20]1=2. The yield is 0.640. (4) The reactants are C(O)(C(F)(F)F)=O.[C:8]1([C:14]2[N:22]([CH:23]3[CH2:28][CH2:27][N:26](C(OC(C)(C)C)=O)[CH2:25][CH2:24]3)[C:17]3=[N:18][CH:19]=[CH:20][CH:21]=[C:16]3[N:15]=2)[CH:13]=[CH:12][CH:11]=[CH:10][CH:9]=1.C([O-])(O)=O.[Na+]. The catalyst is C(Cl)Cl. The product is [C:8]1([C:14]2[N:22]([CH:23]3[CH2:28][CH2:27][NH:26][CH2:25][CH2:24]3)[C:17]3=[N:18][CH:19]=[CH:20][CH:21]=[C:16]3[N:15]=2)[CH:9]=[CH:10][CH:11]=[CH:12][CH:13]=1. The yield is 0.810. (5) The reactants are P(Cl)(Cl)(Cl)=O.[F:6][C:7]1[CH:15]=[CH:14][CH:13]=[C:12]2[C:8]=1[CH:9]=[CH:10][N:11]2[CH3:16].CN([CH:20]=[O:21])C. The catalyst is [OH-].[Na+]. The product is [F:6][C:7]1[CH:15]=[CH:14][CH:13]=[C:12]2[C:8]=1[C:9]([CH:20]=[O:21])=[CH:10][N:11]2[CH3:16]. The yield is 0.550.